This data is from Catalyst prediction with 721,799 reactions and 888 catalyst types from USPTO. The task is: Predict which catalyst facilitates the given reaction. (1) Reactant: [CH3:1][C:2]1[CH:3]=[C:4]([NH:19][C:20]2[C:21]3[N:28]([CH2:29][CH2:30][NH:31]C(=O)OC(C)(C)C)[CH:27]=[CH:26][C:22]=3[N:23]=[CH:24][N:25]=2)[CH:5]=[CH:6][C:7]=1[O:8][C:9]1[CH:14]=[CH:13][CH:12]=[C:11]([C:15]([F:18])([F:17])[F:16])[CH:10]=1.[ClH:39]. Product: [ClH:39].[ClH:39].[NH2:31][CH2:30][CH2:29][N:28]1[C:21]2[C:20]([NH:19][C:4]3[CH:5]=[CH:6][C:7]([O:8][C:9]4[CH:14]=[CH:13][CH:12]=[C:11]([C:15]([F:17])([F:18])[F:16])[CH:10]=4)=[C:2]([CH3:1])[CH:3]=3)=[N:25][CH:24]=[N:23][C:22]=2[CH:26]=[CH:27]1. The catalyst class is: 7. (2) Reactant: COC1C=CC(C[N:8]2[CH2:17][C:16]3[C:11](=[CH:12][CH:13]=[C:14]([Cl:18])[CH:15]=3)[N:10]([CH2:19][C:20]3[CH:25]=[CH:24][CH:23]=[CH:22][CH:21]=3)[CH2:9]2)=CC=1.C(O)(C(F)(F)F)=[O:29]. Product: [CH2:19]([N:10]1[C:11]2[C:16](=[CH:15][C:14]([Cl:18])=[CH:13][CH:12]=2)[CH2:17][NH:8][C:9]1=[O:29])[C:20]1[CH:25]=[CH:24][CH:23]=[CH:22][CH:21]=1. The catalyst class is: 2.